This data is from Forward reaction prediction with 1.9M reactions from USPTO patents (1976-2016). The task is: Predict the product of the given reaction. Given the reactants C(NC1C=CC(C2C=C3C(=CC=2)C(=O)N([C@@H](C(C)C)C(O)=O)C3)=CC=1)(=O)C1C=CC=CC=1.[CH3:33][CH:34]([CH3:70])[C@H:35]([N:40]1[CH2:48][C:47]2[C:42](=[CH:43][CH:44]=[C:45]([C:49]3[CH:54]=[CH:53][C:52]([NH:55][C:56](=[O:68])[C:57]4[CH:62]=[CH:61][C:60]([CH2:63][CH2:64][CH2:65][CH2:66][CH3:67])=[CH:59][CH:58]=4)=[CH:51][CH:50]=3)[CH:46]=2)[C:41]1=[O:69])[C:36]([O:38]C)=[O:37], predict the reaction product. The product is: [CH3:70][CH:34]([CH3:33])[C@H:35]([N:40]1[CH2:48][C:47]2[C:42](=[CH:43][CH:44]=[C:45]([C:49]3[CH:54]=[CH:53][C:52]([NH:55][C:56](=[O:68])[C:57]4[CH:58]=[CH:59][C:60]([CH2:63][CH2:64][CH2:65][CH2:66][CH3:67])=[CH:61][CH:62]=4)=[CH:51][CH:50]=3)[CH:46]=2)[C:41]1=[O:69])[C:36]([OH:38])=[O:37].